The task is: Predict the product of the given reaction.. This data is from Forward reaction prediction with 1.9M reactions from USPTO patents (1976-2016). (1) Given the reactants [NH2:1][C@@H:2]([C:5]1[CH:10]=[C:9]([Cl:11])[CH:8]=[C:7]([Br:12])[CH:6]=1)[CH2:3][OH:4].[C:13](O[C:13]([O:15][C:16]([CH3:19])([CH3:18])[CH3:17])=[O:14])([O:15][C:16]([CH3:19])([CH3:18])[CH3:17])=[O:14].C(N(CC)CC)C, predict the reaction product. The product is: [Br:12][C:7]1[CH:6]=[C:5]([C@H:2]([NH:1][C:13](=[O:14])[O:15][C:16]([CH3:19])([CH3:18])[CH3:17])[CH2:3][OH:4])[CH:10]=[C:9]([Cl:11])[CH:8]=1. (2) Given the reactants [Cl:1][C:2]1[CH:7]=[CH:6][CH:5]=[CH:4][C:3]=1[C:8]1[S:12][C:11]([C:13]([N:15]2[CH2:20][CH2:19][C:18]([C:24]3[CH:29]=[CH:28][CH:27]=[CH:26][CH:25]=3)([C:21]([NH2:23])=[O:22])[CH2:17][CH2:16]2)=[O:14])=[CH:10][C:9]=1[C:30]1[CH:35]=[CH:34][C:33]([O:36][CH2:37][CH2:38][CH2:39][O:40]C2CCCCO2)=[CH:32][CH:31]=1.Cl, predict the reaction product. The product is: [Cl:1][C:2]1[CH:7]=[CH:6][CH:5]=[CH:4][C:3]=1[C:8]1[S:12][C:11]([C:13]([N:15]2[CH2:20][CH2:19][C:18]([C:24]3[CH:29]=[CH:28][CH:27]=[CH:26][CH:25]=3)([C:21]([NH2:23])=[O:22])[CH2:17][CH2:16]2)=[O:14])=[CH:10][C:9]=1[C:30]1[CH:35]=[CH:34][C:33]([O:36][CH2:37][CH2:38][CH2:39][OH:40])=[CH:32][CH:31]=1. (3) Given the reactants [C:1]([C:5]1[O:9][C:8](=[O:10])[O:7][C:6]=1[C:11](O)=[O:12])([CH3:4])([CH3:3])[CH3:2], predict the reaction product. The product is: [C:1]([C:5]1[O:9][C:8](=[O:10])[O:7][C:6]=1[CH2:11][OH:12])([CH3:4])([CH3:2])[CH3:3]. (4) Given the reactants Br[C:2]1[CH:11]=[C:10]2[C:5]([CH:6]=[C:7]([CH3:30])[C:8]([CH:19]([O:25][C:26]([CH3:29])([CH3:28])[CH3:27])[C:20]([O:22]CC)=[O:21])=[C:9]2[C:12]2[CH:17]=[CH:16][C:15]([Cl:18])=[CH:14][CH:13]=2)=[CH:4][CH:3]=1.[C:31]([C:33]1[N:37]([CH3:38])[CH:36]=[N:35][CH:34]=1)#[CH:32], predict the reaction product. The product is: [C:26]([O:25][CH:19]([C:8]1[C:7]([CH3:30])=[CH:6][C:5]2[C:10](=[CH:11][C:2]([C:32]#[C:31][C:33]3[N:37]([CH3:38])[CH:36]=[N:35][CH:34]=3)=[CH:3][CH:4]=2)[C:9]=1[C:12]1[CH:13]=[CH:14][C:15]([Cl:18])=[CH:16][CH:17]=1)[C:20]([OH:22])=[O:21])([CH3:28])([CH3:29])[CH3:27]. (5) The product is: [Cl:1][C:2]1[CH:3]=[CH:4][C:5]([O:8][C:9]([F:10])([F:11])[F:12])=[C:6]([S:14]([Cl:13])(=[O:16])=[O:15])[CH:7]=1. Given the reactants [Cl:1][C:2]1[CH:7]=[CH:6][C:5]([O:8][C:9]([F:12])([F:11])[F:10])=[CH:4][CH:3]=1.[Cl:13][S:14](O)(=[O:16])=[O:15], predict the reaction product. (6) Given the reactants Cl[CH2:2][CH2:3][CH2:4][C:5]([C:7]1[CH:12]=[CH:11][C:10]([C:13]([CH3:20])([CH3:19])[C:14]([O:16][CH2:17][CH3:18])=[O:15])=[CH:9][CH:8]=1)=[O:6].ClCCCC(C1C=C(C(C)(C)C(OCC)=O)C=CC=1)=O.[OH-].[K+].C(O)(=O)C, predict the reaction product. The product is: [CH:4]1([C:5]([C:7]2[CH:12]=[CH:11][C:10]([C:13]([CH3:20])([CH3:19])[C:14]([O:16][CH2:17][CH3:18])=[O:15])=[CH:9][CH:8]=2)=[O:6])[CH2:2][CH2:3]1.